Dataset: Reaction yield outcomes from USPTO patents with 853,638 reactions. Task: Predict the reaction yield, written as a fraction of the theoretical maximum amount of product (1.0 means a 100% yield; for example, 0.34 means a 34% yield). (1) The reactants are Cl.[C:2](=[NH:6])([NH2:5])[CH2:3][CH3:4].C[O-].[Na+].[C:10]([C:12]1[CH:17]=[CH:16][CH:15]=[CH:14][C:13]=1[C:18]1[CH:23]=[CH:22][C:21]([CH2:24][CH:25]([C:30](=O)[CH2:31][CH2:32][CH2:33][CH3:34])[C:26](OC)=[O:27])=[C:20]([F:36])[CH:19]=1)#[N:11]. The catalyst is CO. The product is [CH2:31]([C:30]1[N:6]=[C:2]([CH2:3][CH3:4])[NH:5][C:26](=[O:27])[C:25]=1[CH2:24][C:21]1[CH:22]=[CH:23][C:18]([C:13]2[C:12]([C:10]#[N:11])=[CH:17][CH:16]=[CH:15][CH:14]=2)=[CH:19][C:20]=1[F:36])[CH2:32][CH2:33][CH3:34]. The yield is 0.530. (2) The reactants are [Br:1][C:2]1[CH:3]=[C:4]2[C:8](=[CH:9][CH:10]=1)[NH:7][C:6](=[O:11])[CH2:5]2.[CH2:12]([N:14]([CH2:34][CH3:35])[CH2:15][CH2:16][CH2:17][NH:18][C:19]([C:21]1[C:25]([CH:26]([CH3:28])[CH3:27])=[C:24]([CH:29]=O)[NH:23][C:22]=1[CH:31]([CH3:33])[CH3:32])=[O:20])[CH3:13]. No catalyst specified. The product is [CH2:34]([N:14]([CH2:12][CH3:13])[CH2:15][CH2:16][CH2:17][NH:18][C:19]([C:21]1[C:25]([CH:26]([CH3:28])[CH3:27])=[C:24]([CH:29]=[C:5]2[C:4]3[C:8](=[CH:9][CH:10]=[C:2]([Br:1])[CH:3]=3)[NH:7][C:6]2=[O:11])[NH:23][C:22]=1[CH:31]([CH3:33])[CH3:32])=[O:20])[CH3:35]. The yield is 0.250. (3) The reactants are CCN=C=NCCCN(C)C.[F:12][C:13]1[CH:14]=[C:15]([C:20]([N:22]2[CH2:35][C:34]([CH3:37])([CH3:36])[C:33]3[C:32]4[CH:31]=[CH:30][CH:29]=[CH:28][C:27]=4[NH:26][C:25]=3[CH:24]([C:38]([OH:40])=O)[CH2:23]2)=[O:21])[CH:16]=[CH:17][C:18]=1[F:19].Cl.[C:42]([O:46][C:47](=[O:51])[CH2:48][CH2:49][NH2:50])([CH3:45])([CH3:44])[CH3:43].C(N(C(C)C)CC)(C)C. The catalyst is C1COCC1. The product is [F:12][C:13]1[CH:14]=[C:15]([C:20]([N:22]2[CH2:35][C:34]([CH3:37])([CH3:36])[C:33]3[C:32]4[CH:31]=[CH:30][CH:29]=[CH:28][C:27]=4[NH:26][C:25]=3[CH:24]([C:38]([NH:50][CH2:49][CH2:48][C:47]([O:46][C:42]([CH3:45])([CH3:44])[CH3:43])=[O:51])=[O:40])[CH2:23]2)=[O:21])[CH:16]=[CH:17][C:18]=1[F:19]. The yield is 0.510. (4) The reactants are [O:1]1[C:10]2[C:5](=[CH:6][C:7]([C:11]3[C:16]([CH:17]4[CH2:19][CH2:18]4)=[CH:15][C:14]([N+:20]([O-])=O)=[C:13]([CH3:23])[C:12]=3[CH:24]([O:29][CH:30]3[CH2:32][CH2:31]3)[C:25]([O:27][CH3:28])=[O:26])=[CH:8][CH:9]=2)[CH2:4][CH2:3][CH2:2]1. The catalyst is CO.O1CCCC1.[Pt]=O. The product is [NH2:20][C:14]1[CH:15]=[C:16]([CH:17]2[CH2:19][CH2:18]2)[C:11]([C:7]2[CH:6]=[C:5]3[C:10](=[CH:9][CH:8]=2)[O:1][CH2:2][CH2:3][CH2:4]3)=[C:12]([CH:24]([O:29][CH:30]2[CH2:31][CH2:32]2)[C:25]([O:27][CH3:28])=[O:26])[C:13]=1[CH3:23]. The yield is 0.800. (5) The reactants are [NH:1]1[C:9]2[C:4](=[CH:5][C:6]([O:10][C:11]3[C:20]4[C:15](=[CH:16][C:17]([O:23][CH3:24])=[C:18]([O:21][CH3:22])[CH:19]=4)[N:14]=[CH:13][CH:12]=3)=[CH:7][CH:8]=2)[CH:3]=[CH:2]1.[H-].[Na+].[S:27]1[CH:31]=[CH:30][N:29]=[C:28]1[NH:32][C:33](=O)[O:34]C1C=CC=CC=1.O. The catalyst is CN(C)C=O.C(OCC)(=O)C. The product is [S:27]1[CH:31]=[CH:30][N:29]=[C:28]1[NH:32][C:33]([N:1]1[C:9]2[C:4](=[CH:5][C:6]([O:10][C:11]3[C:20]4[C:15](=[CH:16][C:17]([O:23][CH3:24])=[C:18]([O:21][CH3:22])[CH:19]=4)[N:14]=[CH:13][CH:12]=3)=[CH:7][CH:8]=2)[CH:3]=[CH:2]1)=[O:34]. The yield is 0.660. (6) The reactants are C(OC(=O)[N:7]([C:17]1[S:18][C@@H:19]2[C@H:21]([C@:22]([C:25]3[CH:30]=[CH:29][CH:28]=[C:27]([F:31])[C:26]=3[F:32])([CH3:24])[N:23]=1)[C:20]2([F:34])[F:33])CC1C=CC(OC)=CC=1)(C)(C)C.C(O)(C(F)(F)F)=O.C1(OC)C=CC=CC=1.S(=O)(=O)(O)O.C(=O)(O)[O-]. The catalyst is C(Cl)Cl.O. The product is [F:32][C:26]1[C:27]([F:31])=[CH:28][CH:29]=[CH:30][C:25]=1[C@:22]1([CH3:24])[C@H:21]2[C@H:19]([C:20]2([F:34])[F:33])[S:18][C:17]([NH2:7])=[N:23]1. The yield is 0.400. (7) The yield is 0.810. The catalyst is O.CN(C)C=O.C(N(CC)CC)C. The reactants are Cl.[CH3:2][NH:3][O:4][CH3:5].[CH2:6]([O:10][C:11]1[CH:15]=[C:14]([C:16]([OH:18])=O)[N:13]([CH2:19][C:20]2[CH:25]=[CH:24][C:23]([C:26]([F:29])([F:28])[F:27])=[CH:22][CH:21]=2)[N:12]=1)[CH2:7][CH2:8][CH3:9].Cl.C(N=C=NCCCN(C)C)C.O.ON1C2C=CC=CC=2N=N1. The product is [CH2:6]([O:10][C:11]1[CH:15]=[C:14]([C:16]([N:3]([O:4][CH3:5])[CH3:2])=[O:18])[N:13]([CH2:19][C:20]2[CH:21]=[CH:22][C:23]([C:26]([F:27])([F:28])[F:29])=[CH:24][CH:25]=2)[N:12]=1)[CH2:7][CH2:8][CH3:9]. (8) The reactants are [CH2:1]([O:8][C:9]([N:11]([CH3:32])[CH:12]1[CH:19]2[CH2:20][CH:16]([CH2:17][CH2:18]2)[CH2:15][N:14]2[C:21](=[O:31])[C:22]([OH:30])=[C:23]([C:25]([O:27][CH2:28][CH3:29])=[O:26])[N:24]=[C:13]12)=[O:10])[C:2]1[CH:7]=[CH:6][CH:5]=[CH:4][CH:3]=1.[C:33](O[C:33](=[O:40])[C:34]1[CH:39]=[CH:38][CH:37]=[CH:36][CH:35]=1)(=[O:40])[C:34]1[CH:39]=[CH:38][CH:37]=[CH:36][CH:35]=1. The catalyst is N1C=CC=CC=1. The product is [C:33]([O:30][C:22]1[C:21](=[O:31])[N:14]2[CH2:15][CH:16]3[CH2:20][CH:19]([CH:12]([N:11]([C:9]([O:8][CH2:1][C:2]4[CH:7]=[CH:6][CH:5]=[CH:4][CH:3]=4)=[O:10])[CH3:32])[C:13]2=[N:24][C:23]=1[C:25]([O:27][CH2:28][CH3:29])=[O:26])[CH2:18][CH2:17]3)(=[O:40])[C:34]1[CH:39]=[CH:38][CH:37]=[CH:36][CH:35]=1. The yield is 0.120.